This data is from Full USPTO retrosynthesis dataset with 1.9M reactions from patents (1976-2016). The task is: Predict the reactants needed to synthesize the given product. (1) Given the product [F:24][C:23]1[CH:22]=[CH:21][CH:20]=[C:19]([F:25])[C:18]=1[CH2:17][O:16][C:15]1[C:10]2[N:11]([C:7]([C:5]([NH:4][CH2:3][C:2]([CH3:29])([NH:1][CH2:36][C:37]([F:40])([F:39])[F:38])[CH3:28])=[O:6])=[C:8]([CH3:27])[N:9]=2)[CH:12]=[C:13]([CH3:26])[CH:14]=1, predict the reactants needed to synthesize it. The reactants are: [NH2:1][C:2]([CH3:29])([CH3:28])[CH2:3][NH:4][C:5]([C:7]1[N:11]2[CH:12]=[C:13]([CH3:26])[CH:14]=[C:15]([O:16][CH2:17][C:18]3[C:23]([F:24])=[CH:22][CH:21]=[CH:20][C:19]=3[F:25])[C:10]2=[N:9][C:8]=1[CH3:27])=[O:6].ClC(Cl)(Cl)S(O[CH2:36][C:37]([F:40])([F:39])[F:38])(=O)=O.C(=O)([O-])[O-].[K+].[K+].[I-].[K+]. (2) Given the product [CH2:9]([O:25][C:28](=[O:2])[C:27]([O:26][CH2:30][CH3:29])=[CH:23][C:20]1([C:15]2[CH:16]=[CH:17][CH:18]=[CH:19][C:14]=2[Cl:13])[CH2:21][CH2:22]1)[CH3:11], predict the reactants needed to synthesize it. The reactants are: P(=O)([O-])[O-:2].C([N-][CH:9]([CH3:11])C)(C)C.[Li+].[Cl:13][C:14]1[CH:19]=[CH:18][CH:17]=[CH:16][C:15]=1[C:20]1([CH:23]=O)[CH2:22][CH2:21]1.[OH2:25].[O:26]1[CH2:30][CH2:29][CH2:28][CH2:27]1. (3) Given the product [Cl:1][C:2]1[C:3]([CH:22]=[O:26])=[C:4]([CH:9]=[C:10]([CH2:13][C:14]2[CH:19]=[CH:18][C:17]([O:20][CH3:21])=[CH:16][CH:15]=2)[C:11]=1[CH3:12])[C:5]([O:7][CH3:8])=[O:6], predict the reactants needed to synthesize it. The reactants are: [Cl:1][C:2]1[C:3]([CH:22]=C)=[C:4]([CH:9]=[C:10]([CH2:13][C:14]2[CH:19]=[CH:18][C:17]([O:20][CH3:21])=[CH:16][CH:15]=2)[C:11]=1[CH3:12])[C:5]([O:7][CH3:8])=[O:6].CC(C)=[O:26].C(#N)C.I([O-])(=O)(=O)=O.[Na+]. (4) Given the product [C:1]1([CH3:14])[CH:6]=[CH:5][CH:4]=[CH:3][C:2]=1/[CH:7]=[CH:8]/[CH:9]=[O:10], predict the reactants needed to synthesize it. The reactants are: [C:1]1([CH3:14])[CH:6]=[CH:5][CH:4]=[CH:3][C:2]=1/[CH:7]=[CH:8]/[C:9](OCC)=[O:10].CC(C[AlH]CC(C)C)C. (5) Given the product [OH:5][CH2:3][CH:2]1[CH2:6][CH2:7][CH2:8][N:1]1[C:17]([O:19][C:20]([CH3:23])([CH3:22])[CH3:21])=[O:18], predict the reactants needed to synthesize it. The reactants are: [NH:1]1[CH2:8][CH2:7][CH2:6][CH:2]1[C:3]([OH:5])=O.B.O1CCCC1.[OH-].[Na+].[C:17](O[C:17]([O:19][C:20]([CH3:23])([CH3:22])[CH3:21])=[O:18])([O:19][C:20]([CH3:23])([CH3:22])[CH3:21])=[O:18].C(=O)([O-])[O-].[K+].[K+].